This data is from Forward reaction prediction with 1.9M reactions from USPTO patents (1976-2016). The task is: Predict the product of the given reaction. (1) Given the reactants [C:1]1([C@@H:7]([N:9]2[CH2:13][CH2:12][C@H:11]([CH2:14][C:15]([O:17]C)=O)[CH2:10]2)[CH3:8])[CH:6]=[CH:5][CH:4]=[CH:3][CH:2]=1.I[CH2:20][Cl:21].C([N-]C(C)C)(C)C.[Li+].[NH4+].[Cl-], predict the reaction product. The product is: [Cl-:21].[O:17]=[C:15]1[CH2:14][C@@H:11]2[CH2:10][N+:9]([C@H:7]([C:1]3[CH:2]=[CH:3][CH:4]=[CH:5][CH:6]=3)[CH3:8])([CH2:13][CH2:12]2)[CH2:20]1. (2) Given the reactants [N+:1]([C:4]1[CH:10]=[CH:9][CH:8]=[CH:7][C:5]=1[NH2:6])([O-:3])=[O:2].[CH2:11]([O:13][C:14](=[O:28])[CH:15]([CH2:19][C:20](=O)[C:21]1[CH:26]=[CH:25][CH:24]=[CH:23][CH:22]=1)[C:16](=O)[CH3:17])[CH3:12].CC1C=CC(S(O)(=O)=O)=CC=1, predict the reaction product. The product is: [CH2:11]([O:13][C:14]([C:15]1[CH:19]=[C:20]([C:21]2[CH:22]=[CH:23][CH:24]=[CH:25][CH:26]=2)[N:6]([C:5]2[CH:7]=[CH:8][CH:9]=[CH:10][C:4]=2[N+:1]([O-:3])=[O:2])[C:16]=1[CH3:17])=[O:28])[CH3:12]. (3) The product is: [CH3:1][C:2]([CH3:17])([CH3:16])[C:3]([NH:5][CH2:6][CH2:7][C:8]1[CH:9]=[CH:10][C:11]([C:12]#[N:13])=[CH:14][CH:15]=1)=[O:4]. Given the reactants [CH3:1][C:2]([CH3:17])([CH3:16])[C:3]([NH:5][CH2:6][CH2:7][C:8]1[CH:15]=[CH:14][C:11]([CH2:12][NH2:13])=[CH:10][CH:9]=1)=[O:4].C(#N)C1C=CC=CC=1, predict the reaction product.